This data is from NCI-60 drug combinations with 297,098 pairs across 59 cell lines. The task is: Regression. Given two drug SMILES strings and cell line genomic features, predict the synergy score measuring deviation from expected non-interaction effect. (1) Drug 1: C1=CN(C(=O)N=C1N)C2C(C(C(O2)CO)O)O.Cl. Synergy scores: CSS=15.9, Synergy_ZIP=-6.52, Synergy_Bliss=1.50, Synergy_Loewe=0.216, Synergy_HSA=1.73. Drug 2: CCC1(C2=C(COC1=O)C(=O)N3CC4=CC5=C(C=CC(=C5CN(C)C)O)N=C4C3=C2)O.Cl. Cell line: MDA-MB-435. (2) Drug 1: C1=CN(C(=O)N=C1N)C2C(C(C(O2)CO)O)O.Cl. Drug 2: CCN(CC)CCCC(C)NC1=C2C=C(C=CC2=NC3=C1C=CC(=C3)Cl)OC. Cell line: SK-MEL-28. Synergy scores: CSS=37.6, Synergy_ZIP=-6.13, Synergy_Bliss=-2.89, Synergy_Loewe=-20.5, Synergy_HSA=-1.08.